From a dataset of Catalyst prediction with 721,799 reactions and 888 catalyst types from USPTO. Predict which catalyst facilitates the given reaction. Reactant: [CH3:1][C:2]([CH3:6])=[CH:3][CH:4]=[O:5].[Cl:7][C:8]([Cl:13])([Cl:12])C(O)=O.ClC(Cl)(Cl)C([O-])=O.[Na+]. Product: [Cl:7][C:8]([Cl:13])([Cl:12])[CH:4]([OH:5])[CH:3]=[C:2]([CH3:6])[CH3:1]. The catalyst class is: 483.